From a dataset of Full USPTO retrosynthesis dataset with 1.9M reactions from patents (1976-2016). Predict the reactants needed to synthesize the given product. (1) Given the product [C:16]([NH:15][S:12]([C:5]1[C:6]2[C:11](=[CH:10][CH:9]=[CH:8][CH:7]=2)[C:2]([NH:21][NH2:22])=[CH:3][CH:4]=1)(=[O:14])=[O:13])([CH3:19])([CH3:18])[CH3:17], predict the reactants needed to synthesize it. The reactants are: Br[C:2]1[C:11]2[C:6](=[CH:7][CH:8]=[CH:9][CH:10]=2)[C:5]([S:12]([NH:15][C:16]([CH3:19])([CH3:18])[CH3:17])(=[O:14])=[O:13])=[CH:4][CH:3]=1.O.[NH2:21][NH2:22]. (2) Given the product [CH2:26]([NH:33][C:14]([C:12]1[N:13]=[C:8]([CH2:7][C:2]2[CH:3]=[CH:4][CH:5]=[CH:6][C:1]=2[C:20]2[CH:21]=[CH:22][CH:23]=[CH:24][CH:25]=2)[NH:9][C:10](=[O:19])[C:11]=1[OH:18])=[O:16])[C:27]1[CH:32]=[CH:31][CH:30]=[CH:29][CH:28]=1, predict the reactants needed to synthesize it. The reactants are: [C:1]1([C:20]2[CH:25]=[CH:24][CH:23]=[CH:22][CH:21]=2)[CH:6]=[CH:5][CH:4]=[CH:3][C:2]=1[CH2:7][C:8]1[NH:9][C:10](=[O:19])[C:11]([OH:18])=[C:12]([C:14]([O:16]C)=O)[N:13]=1.[CH2:26]([NH2:33])[C:27]1[CH:32]=[CH:31][CH:30]=[CH:29][CH:28]=1. (3) Given the product [CH2:42]([C@@H:30]1[CH2:31][O:32][CH2:33][CH2:29][N:4]1[C:9]1[N:14]=[C:13]([NH:15][CH3:16])[N:12]=[C:11]([C:17]2[CH:18]=[C:19]([NH:28][CH3:27])[C:20]3[C:21]([NH2:22])=[N:34][NH:35][C:23]=3[CH:24]=2)[CH:10]=1)[CH3:44], predict the reactants needed to synthesize it. The reactants are: C([C@@H]1COCC[N:4]1[C:9]1[N:14]=[C:13]([NH:15][CH3:16])[N:12]=[C:11]([C:17]2[CH:24]=[C:23](F)[C:20]([C:21]#[N:22])=[C:19](F)[CH:18]=2)[CH:10]=1)C.[CH3:27][NH2:28].[CH2:29]1[CH2:33][O:32][CH2:31][CH2:30]1.[NH2:34][NH2:35].CCN([CH:42]([CH3:44])C)C(C)C. (4) Given the product [CH2:1]([O:8][C:9](=[O:31])[N:10]([C@H:11]1[C@@H:12]([CH2:27][CH:28]=[O:29])[N:13]([CH2:16][C:17]2[CH:22]=[CH:21][C:20]([O:23][CH3:24])=[CH:19][C:18]=2[O:25][CH3:26])[C:14]1=[O:15])[CH2:40][C:39]1[CH:42]=[CH:43][C:36]([O:35][CH3:34])=[CH:37][CH:38]=1)[C:2]1[CH:7]=[CH:6][CH:5]=[CH:4][CH:3]=1, predict the reactants needed to synthesize it. The reactants are: [CH2:1]([O:8][C:9](=[O:31])[NH:10][C@@H:11]1[C:14](=[O:15])[N:13]([CH2:16][C:17]2[CH:22]=[CH:21][C:20]([O:23][CH3:24])=[CH:19][C:18]=2[O:25][CH3:26])[C@@H:12]1/[CH:27]=[CH:28]/[O:29]C)[C:2]1[CH:7]=[CH:6][CH:5]=[CH:4][CH:3]=1.[H-].[Na+].[CH3:34][O:35][C:36]1[CH:43]=[CH:42][C:39]([CH2:40]Cl)=[CH:38][CH:37]=1.